Dataset: Forward reaction prediction with 1.9M reactions from USPTO patents (1976-2016). Task: Predict the product of the given reaction. (1) The product is: [CH2:1]([O:3][C:4](=[O:11])[CH:5]([C:17]1[CH:18]=[CH:19][CH:20]=[C:15]([Br:14])[C:16]=1[CH2:22][CH3:23])[C:6]([O:8][CH2:9][CH3:10])=[O:7])[CH3:2]. Given the reactants [CH2:1]([O:3][C:4](=[O:11])[CH2:5][C:6]([O:8][CH2:9][CH3:10])=[O:7])[CH3:2].[H-].[Na+].[Br:14][C:15]1[CH:20]=[CH:19][CH:18]=[C:17](I)[C:16]=1[CH2:22][CH3:23], predict the reaction product. (2) Given the reactants [NH:1]([C:8]([O:10][C:11]([CH3:14])([CH3:13])[CH3:12])=[O:9])[C:2]([C:5]([OH:7])=O)([CH3:4])[CH3:3].[OH:15]N1C2C=CC=CC=2N=N1.Cl.C(N=C=NCCCN(C)C)C.N[C@@H](C(N[C@@H](C(N[C@H](C([NH:61][C@H:62]([C:73]([NH:75][C@@H:76]([C:84](N[C@H](C(N[C@H](C(NCC(N)=O)=O)C(C)C)=O)CCCCN)=[O:85])[CH2:77][C:78]1[CH:83]=CC=CC=1)=[O:74])[CH2:63][C:64]1[C:72]2[C:67](=[CH:68][CH:69]=[CH:70][CH:71]=2)[NH:66][CH:65]=1)=O)C)=O)CC1C2C(=CC=CC=2)NC=1)=O)C, predict the reaction product. The product is: [NH:1]([C:8]([O:10][C:11]([CH3:14])([CH3:13])[CH3:12])=[O:9])[C:2]([C:5]([NH:61][C@@H:62]([C:73]([N:75]1[CH2:83][CH2:78][CH2:77][C@@H:76]1[C:84]([OH:85])=[O:15])=[O:74])[CH2:63][C:64]1[C:72]2[C:67](=[CH:68][CH:69]=[CH:70][CH:71]=2)[NH:66][CH:65]=1)=[O:7])([CH3:3])[CH3:4].[NH:66]1[CH2:65][CH2:64][CH2:63][CH:62]([C:73]([NH2:75])=[O:74])[CH2:67]1.